From a dataset of Forward reaction prediction with 1.9M reactions from USPTO patents (1976-2016). Predict the product of the given reaction. (1) Given the reactants [NH2:1][C:2]1[CH:3]=[N:4][N:5]([CH:25]([F:27])[F:26])[C:6]=1[C:7]1[CH:8]=[C:9]([C@@H:13]([NH:17][C:18](=[O:24])[O:19][C:20]([CH3:23])([CH3:22])[CH3:21])[CH2:14][CH:15]=[CH2:16])[CH:10]=[CH:11][CH:12]=1.[CH3:28][C@H:29]([CH:33]=[CH2:34])[C:30](O)=[O:31].N1C=CC=CC=1.C(P1(=O)OP(CCC)(=O)OP(CCC)(=O)O1)CC, predict the reaction product. The product is: [F:27][CH:25]([F:26])[N:5]1[C:6]([C:7]2[CH:8]=[C:9]([C@@H:13]([NH:17][C:18](=[O:24])[O:19][C:20]([CH3:23])([CH3:21])[CH3:22])[CH2:14][CH:15]=[CH2:16])[CH:10]=[CH:11][CH:12]=2)=[C:2]([NH:1][C:30](=[O:31])[C@H:29]([CH3:28])[CH:33]=[CH2:34])[CH:3]=[N:4]1. (2) Given the reactants [Br:1][C:2]1[N:3]=[CH:4][CH:5]=[C:6]2[CH:10]=[CH:9][NH:8][C:7]=12.[H-].[Na+].Cl[CH2:14][O:15][CH2:16][CH2:17][Si:18]([CH3:21])([CH3:20])[CH3:19], predict the reaction product. The product is: [Br:1][C:2]1[N:3]=[CH:4][CH:5]=[C:6]2[CH:10]=[CH:9][N:8]([CH2:14][O:15][CH2:16][CH2:17][Si:18]([CH3:21])([CH3:20])[CH3:19])[C:7]=12. (3) The product is: [CH:17]1([N:7]2[CH2:8][CH:9]([CH2:14][CH2:15][CH3:16])[C:10](=[O:13])[N:11]([CH3:12])[C:5]3[CH:4]=[N:3][C:2]([NH:23][C:24]4[CH:32]=[CH:31][C:27]([C:28]([OH:30])=[O:29])=[CH:26][C:25]=4[O:33][CH3:34])=[N:22][C:6]2=3)[CH2:21][CH2:20][CH2:19][CH2:18]1. Given the reactants Cl[C:2]1[N:3]=[CH:4][C:5]2[N:11]([CH3:12])[C:10](=[O:13])[CH:9]([CH2:14][CH2:15][CH3:16])[CH2:8][N:7]([CH:17]3[CH2:21][CH2:20][CH2:19][CH2:18]3)[C:6]=2[N:22]=1.[NH2:23][C:24]1[CH:32]=[CH:31][C:27]([C:28]([OH:30])=[O:29])=[CH:26][C:25]=1[O:33][CH3:34].C(O)C, predict the reaction product. (4) The product is: [C:22]([C:24]1[CH:31]=[CH:30][CH:29]=[CH:28][C:25]=1[CH2:26][O:1][C:2]1[CH:3]=[CH:4][C:5]([C:8]2[CH:12]=[C:11]([C:13]([NH2:15])=[O:14])[O:10][N:9]=2)=[CH:6][CH:7]=1)#[N:23]. Given the reactants [OH:1][C:2]1[CH:7]=[CH:6][C:5]([C:8]2[CH:12]=[C:11]([C:13]([NH2:15])=[O:14])[O:10][N:9]=2)=[CH:4][CH:3]=1.C([O-])([O-])=O.[K+].[K+].[C:22]([C:24]1[CH:31]=[CH:30][CH:29]=[CH:28][C:25]=1[CH2:26]Br)#[N:23], predict the reaction product. (5) Given the reactants Br[C:2]1[CH:3]=[C:4]([N:9]2[CH2:14][CH2:13][CH2:12][N:11]([CH3:15])[S:10]2(=[O:17])=[O:16])[C:5]([CH3:8])=[N:6][CH:7]=1.[B:18]1([B:18]2[O:22][C:21]([CH3:24])([CH3:23])[C:20]([CH3:26])([CH3:25])[O:19]2)[O:22][C:21]([CH3:24])([CH3:23])[C:20]([CH3:26])([CH3:25])[O:19]1.C(Cl)Cl.C([O-])(=O)C.[K+], predict the reaction product. The product is: [CH3:15][N:11]1[CH2:12][CH2:13][CH2:14][N:9]([C:4]2[C:5]([CH3:8])=[N:6][CH:7]=[C:2]([B:18]3[O:22][C:21]([CH3:24])([CH3:23])[C:20]([CH3:26])([CH3:25])[O:19]3)[CH:3]=2)[S:10]1(=[O:17])=[O:16]. (6) Given the reactants [C:1]([O:5][C:6]([NH:8][C@H:9]1[CH2:14][CH2:13][CH2:12][NH:11][CH2:10]1)=[O:7])([CH3:4])([CH3:3])[CH3:2].[CH3:15]NC([C@@H]1CCCNC1)=O, predict the reaction product. The product is: [CH3:15][N:8]([C@H:9]1[CH2:14][CH2:13][CH2:12][NH:11][CH2:10]1)[C:6](=[O:7])[O:5][C:1]([CH3:4])([CH3:2])[CH3:3]. (7) Given the reactants C([N:8]1[CH2:13][CH2:12][N:11]([C:14]2[C:15]3[S:22][CH:21]=[CH:20][C:16]=3[N:17]([CH3:19])[N:18]=2)[CH2:10][CH2:9]1)C1C=CC=CC=1.ClCCOC(Cl)=O, predict the reaction product. The product is: [CH3:19][N:17]1[C:16]2[CH:20]=[CH:21][S:22][C:15]=2[C:14]([N:11]2[CH2:10][CH2:9][NH:8][CH2:13][CH2:12]2)=[N:18]1. (8) Given the reactants [Cl:1][C:2]1[N:10]=[C:9](Cl)[C:8]([F:12])=[CH:7][C:3]=1[C:4]([OH:6])=[O:5].[F:13][C:14]([F:18])([F:17])[CH2:15][OH:16].[OH-].[Na+].Cl, predict the reaction product. The product is: [Cl:1][C:2]1[N:10]=[C:9]([O:16][CH2:15][C:14]([F:18])([F:17])[F:13])[C:8]([F:12])=[CH:7][C:3]=1[C:4]([OH:6])=[O:5]. (9) Given the reactants [NH2:1][C:2]1[CH:3]=[N:4][C:5]2[C:10]([C:11]=1[Cl:12])=[N:9][CH:8]=[CH:7][CH:6]=2.[NH2:13][C:14]1[CH:15]=[N:16][C:17]2[C:22]([C:23]=1[Cl:24])=[CH:21][CH:20]=[CH:19][CH:18]=2, predict the reaction product. The product is: [Cl:12][C:11]1[C:10]2[C:5](=[CH:6][CH:7]=[CH:8][N:9]=2)[N:4]=[CH:3][C:2]=1[NH-:1].[Cl:24][C:23]1[C:22]2[C:17](=[CH:18][CH:19]=[CH:20][CH:21]=2)[N:16]=[CH:15][C:14]=1[NH-:13].